This data is from Reaction yield outcomes from USPTO patents with 853,638 reactions. The task is: Predict the reaction yield, written as a fraction of the theoretical maximum amount of product (1.0 means a 100% yield; for example, 0.34 means a 34% yield). (1) The reactants are Cl[C:2]([O:4][C:5]1[CH:10]=[CH:9][CH:8]=[CH:7][CH:6]=1)=[O:3].[CH2:11]([O:13][C:14]([C:16]1[C:21]([O:22][CH2:23][CH3:24])=[C:20]([N:25]2[CH2:30][CH2:29][O:28][CH2:27][CH2:26]2)[N:19]=[C:18]([C:31]2[CH:36]=[CH:35][C:34]([NH2:37])=[CH:33][CH:32]=2)[N:17]=1)=[O:15])[CH3:12]. The catalyst is CC(=O)OCC. The product is [CH2:11]([O:13][C:14]([C:16]1[C:21]([O:22][CH2:23][CH3:24])=[C:20]([N:25]2[CH2:26][CH2:27][O:28][CH2:29][CH2:30]2)[N:19]=[C:18]([C:31]2[CH:32]=[CH:33][C:34]([NH:37][C:2]([O:4][C:5]3[CH:10]=[CH:9][CH:8]=[CH:7][CH:6]=3)=[O:3])=[CH:35][CH:36]=2)[N:17]=1)=[O:15])[CH3:12]. The yield is 0.800. (2) The catalyst is O1CCOCC1.C(OCC)(=O)C.ClCCl.CN(C=O)C. The reactants are C(O[C:6]([N:8]1[CH2:12][CH2:11][CH2:10][CH:9]1[C:13]1[N:14](COCC[Si](C)(C)C)[C:15]([C:18]#[CH:19])=[CH:16][N:17]=1)=[O:7])(C)(C)C.Cl.[CH3:29][O:30][C:31]([NH:33][CH:34]([CH:38]([CH3:40])[CH3:39])C(O)=O)=[O:32].CN(C(ON1N=NC2C=CC=NC1=2)=[N+](C)C)C.F[P-](F)(F)(F)(F)F.CCN(C(C)C)C(C)C.FC(F)(F)C(O)=O.C(=O)(O)[O-].[Na+]. The yield is 1.00. The product is [CH3:29][O:30][C:31](=[O:32])[NH:33][CH:34]([C:6]([N:8]1[CH2:12][CH2:11][CH2:10][CH:9]1[C:13]1[NH:14][C:15]([C:18]#[CH:19])=[CH:16][N:17]=1)=[O:7])[CH:38]([CH3:40])[CH3:39]. (3) The reactants are Cl[C:2]1[CH:3]=[C:4]2[C:8](=[CH:9][CH:10]=1)[N:7]([CH:11]([C:18]1[CH:23]=[CH:22][CH:21]=[CH:20][CH:19]=1)[C:12]1[CH:17]=[CH:16][CH:15]=[CH:14][CH:13]=1)[C:6](CCNS(CC1C(Br)=CC=CC=1Br)(=O)=O)=[C:5]2CCCC1C=CC(C(O)=O)=CC=1.[H-].[Na+].C(Br)(C1C=CC=CC=1)C1C=CC=CC=1.O. The catalyst is CN(C=O)C. The product is [CH:11]([N:7]1[C:8]2[C:4](=[CH:3][CH:2]=[CH:10][CH:9]=2)[CH:5]=[CH:6]1)([C:18]1[CH:23]=[CH:22][CH:21]=[CH:20][CH:19]=1)[C:12]1[CH:13]=[CH:14][CH:15]=[CH:16][CH:17]=1. The yield is 0.590. (4) The reactants are [F:1][C:2]1[CH:11]=[C:10]2[C:5]([C:6](=[O:14])[N:7]([CH3:13])[C:8](=[O:12])[NH:9]2)=[CH:4][CH:3]=1.[H-].[Na+].CS(O[CH2:22][CH2:23][N:24]1[CH2:29][CH2:28][CH:27]([NH:30][C:31]([O:33][C:34]([CH3:37])([CH3:36])[CH3:35])=[O:32])[CH2:26][CH2:25]1)(=O)=O.COC1C=C2C(C=CC(=O)N2CCN2CCC(NC(=O)OC(C)(C)C)CC2)=CC=1. The catalyst is C(OCC)(=O)C. The product is [F:1][C:2]1[CH:11]=[C:10]2[C:5]([C:6](=[O:14])[N:7]([CH3:13])[C:8](=[O:12])[N:9]2[CH2:22][CH2:23][N:24]2[CH2:29][CH2:28][CH:27]([NH:30][C:31](=[O:32])[O:33][C:34]([CH3:37])([CH3:36])[CH3:35])[CH2:26][CH2:25]2)=[CH:4][CH:3]=1. The yield is 0.240. (5) The reactants are [CH3:1][S:2](Cl)(=[O:4])=[O:3].[CH3:6][O:7][C:8]1[N:9]=[N:10][CH:11]=[CH:12][C:13]=1[C:14](=[O:36])[CH2:15][C@H:16]([C:24]1[CH:29]=[CH:28][C:27]([CH:30]2[CH2:35][CH2:34][NH:33][CH2:32][CH2:31]2)=[CH:26][CH:25]=1)[C:17]1[CH:22]=[CH:21][CH:20]=[CH:19][C:18]=1[CH3:23].C(N(CC)C(C)C)(C)C. The catalyst is ClCCl. The product is [CH3:6][O:7][C:8]1[N:9]=[N:10][CH:11]=[CH:12][C:13]=1[C:14](=[O:36])[CH2:15][C@H:16]([C:24]1[CH:25]=[CH:26][C:27]([CH:30]2[CH2:31][CH2:32][N:33]([S:2]([CH3:1])(=[O:4])=[O:3])[CH2:34][CH2:35]2)=[CH:28][CH:29]=1)[C:17]1[CH:22]=[CH:21][CH:20]=[CH:19][C:18]=1[CH3:23]. The yield is 0.790. (6) The reactants are [Cl:1][C:2]1[N:7]=[C:6]([C:8]2[CH:13]=[CH:12][CH:11]=[C:10]([O:14][CH2:15][O:16][CH3:17])[CH:9]=2)[N:5]=[C:4]([C:18]2[C:19]([CH3:24])=[N:20][O:21][C:22]=2[CH3:23])[C:3]=1[CH3:25].C1C(=O)N([Cl:33])C(=O)C1.CCOC(C)=O. The catalyst is CN(C=O)C. The product is [Cl:1][C:2]1[N:7]=[C:6]([C:8]2[CH:9]=[C:10]([O:14][CH2:15][O:16][CH3:17])[CH:11]=[CH:12][C:13]=2[Cl:33])[N:5]=[C:4]([C:18]2[C:19]([CH3:24])=[N:20][O:21][C:22]=2[CH3:23])[C:3]=1[CH3:25]. The yield is 0.870. (7) The product is [Cl:39][C:33]1[C:34]([Cl:38])=[CH:35][CH:36]=[CH:37][C:32]=1[CH2:31][N:13]1[C:9]2[CH:8]=[C:7]([N:1]3[CH2:6][CH2:5][O:4][CH2:3][CH2:2]3)[CH:19]=[C:18]([C:20]([O:22][CH3:23])=[O:21])[C:10]=2[N:11]=[C:12]1[C:14]([F:17])([F:15])[F:16]. The catalyst is CN(C)C=O. The yield is 0.0605. The reactants are [N:1]1([C:7]2[CH:19]=[C:18]([C:20]([O:22][CH3:23])=[O:21])[C:10]3[NH:11][C:12]([C:14]([F:17])([F:16])[F:15])=[N:13][C:9]=3[CH:8]=2)[CH2:6][CH2:5][O:4][CH2:3][CH2:2]1.C(=O)([O-])[O-].[K+].[K+].Br[CH2:31][C:32]1[CH:37]=[CH:36][CH:35]=[C:34]([Cl:38])[C:33]=1[Cl:39]. (8) The reactants are [F:1][C:2]1[CH:7]=[CH:6][C:5]([CH:8]([CH2:11][CH2:12][O:13][CH:14]2[CH2:19][CH2:18][CH2:17][CH2:16][O:15]2)[CH2:9][NH2:10])=[C:4]([CH3:20])[CH:3]=1.[C:21]([C:23]1[CH:24]=[C:25]([C:33](O)=[O:34])[C:26]2[CH2:27][CH2:28][CH2:29][CH2:30][C:31]=2[CH:32]=1)#[N:22].C1CCC(N=C=NC2CCCCC2)CC1. The catalyst is C(Cl)Cl. The product is [C:21]([C:23]1[CH:24]=[C:25]([C:33]([NH:10][CH2:9][CH:8]([C:5]2[CH:6]=[CH:7][C:2]([F:1])=[CH:3][C:4]=2[CH3:20])[CH2:11][CH2:12][O:13][CH:14]2[CH2:19][CH2:18][CH2:17][CH2:16][O:15]2)=[O:34])[C:26]2[CH2:27][CH2:28][CH2:29][CH2:30][C:31]=2[CH:32]=1)#[N:22]. The yield is 0.910.